From a dataset of Catalyst prediction with 721,799 reactions and 888 catalyst types from USPTO. Predict which catalyst facilitates the given reaction. (1) Reactant: [CH3:1][O:2][C:3]([C:5]12[CH2:14][CH:9]3[CH2:10][CH:11]([CH2:13][CH:7]([CH:8]3[NH:15][C:16](=[O:26])[C:17]3[CH:22]=[CH:21][CH:20]=[C:19]([N+:23]([O-])=O)[CH:18]=3)[CH2:6]1)[CH2:12]2)=[O:4].[H][H]. Product: [CH3:1][O:2][C:3]([C:5]12[CH2:14][CH:9]3[CH2:10][CH:11]([CH2:13][CH:7]([CH:8]3[NH:15][C:16](=[O:26])[C:17]3[CH:22]=[CH:21][CH:20]=[C:19]([NH2:23])[CH:18]=3)[CH2:6]1)[CH2:12]2)=[O:4]. The catalyst class is: 19. (2) Reactant: [Br:1][C:2]1[CH:3]=[C:4]([CH:8]=[C:9]([Cl:11])[CH:10]=1)[C:5]([OH:7])=O.CN(C(ON1N=NC2C=CC=NC1=2)=[N+](C)C)C.F[P-](F)(F)(F)(F)F.CCN(C(C)C)C(C)C.[CH3:45][C:46]([NH2:50])([CH2:48]C)[CH3:47]. Product: [Br:1][C:2]1[CH:3]=[C:4]([CH:8]=[C:9]([Cl:11])[CH:10]=1)[C:5]([NH:50][C:46]([CH3:48])([CH3:47])[CH3:45])=[O:7]. The catalyst class is: 18. (3) Product: [Br:1][C:2]1[CH:3]=[CH:4][C:5]([O:12][C@H:13]([C:15]2[CH:20]=[CH:19][CH:18]=[CH:17][CH:16]=2)[CH3:14])=[C:6]([CH:11]=1)[C:7]([NH:36][C:37]1[CH:38]=[N:39][CH:40]=[CH:41][CH:42]=1)=[O:9]. Reactant: [Br:1][C:2]1[CH:3]=[CH:4][C:5]([O:12][C@H:13]([C:15]2[CH:20]=[CH:19][CH:18]=[CH:17][CH:16]=2)[CH3:14])=[C:6]([CH:11]=1)[C:7]([O:9]C)=O.C[Si](C)(C)[O-].[K+].CCN(C(C)C)C(C)C.[NH2:36][C:37]1[CH:38]=[N:39][CH:40]=[CH:41][CH:42]=1.CN(C(ON1N=NC2C=CC=NC1=2)=[N+](C)C)C.F[P-](F)(F)(F)(F)F. The catalyst class is: 1. (4) Reactant: [OH-].[Li+].C[O:4][C:5]([C:7]1[S:15][C:14]2[CH:13]=[C:12]([CH3:16])[N:11]=[CH:10][C:9]=2[C:8]=1[O:17][CH2:18][C:19]([O:21]CC)=[O:20])=[O:6]. Product: [C:19]([CH2:18][O:17][C:8]1[C:9]2[CH:10]=[N:11][C:12]([CH3:16])=[CH:13][C:14]=2[S:15][C:7]=1[C:5]([OH:6])=[O:4])([OH:21])=[O:20]. The catalyst class is: 20. (5) Reactant: ClC1SN=C(SC)N=1.ClC1C=CC=C(C(OO)=O)C=1.Cl[C:21]1[S:25][N:24]=[C:23]([S:26]([CH3:29])(=[O:28])=[O:27])[N:22]=1.Cl[C:31]1[S:35][N:34]=[C:33]([S:36]([CH3:38])=[O:37])[N:32]=1.[NH:39]1[CH2:44][CH2:43][S:42][CH2:41][CH2:40]1. Product: [CH3:29][S:26]([C:23]1[N:22]=[C:21]([N:39]2[CH2:44][CH2:43][S:42][CH2:41][CH2:40]2)[S:25][N:24]=1)(=[O:28])=[O:27].[CH3:38][S:36]([C:33]1[N:32]=[C:31]([N:39]2[CH2:44][CH2:43][S:42][CH2:41][CH2:40]2)[S:35][N:34]=1)=[O:37]. The catalyst class is: 408. (6) Reactant: [OH:1][CH2:2][CH2:3][NH:4][N:5]=[C:6]([C:14]1[CH:19]=[CH:18][C:17]([F:20])=[CH:16][CH:15]=1)[CH2:7][C:8]1[CH:13]=[CH:12][N:11]=[CH:10][CH:9]=1.[CH3:21][C:22]([Si:25](Cl)([CH3:27])[CH3:26])([CH3:24])[CH3:23].N1C=CN=C1.O. Product: [CH3:21][C:22]([Si:25]([CH3:27])([CH3:26])[O:1][CH2:2][CH2:3][NH:4][N:5]=[C:6]([C:14]1[CH:15]=[CH:16][C:17]([F:20])=[CH:18][CH:19]=1)[CH2:7][C:8]1[CH:13]=[CH:12][N:11]=[CH:10][CH:9]=1)([CH3:24])[CH3:23]. The catalyst class is: 3.